Dataset: Forward reaction prediction with 1.9M reactions from USPTO patents (1976-2016). Task: Predict the product of the given reaction. (1) Given the reactants [C:1]([O:5][C:6]([N:8]1[C@@H:12]([C:13]2[CH:18]=[CH:17][CH:16]=[CH:15][CH:14]=2)[C@@H:11]([C:19]([O:21]C)=[O:20])[O:10][C@@H:9]1[C:23]1[CH:28]=[CH:27][C:26]([O:29][CH3:30])=[CH:25][CH:24]=1)=[O:7])([CH3:4])([CH3:3])[CH3:2].O.C(=O)([O-])[O-].[K+].[K+], predict the reaction product. The product is: [C:1]([O:5][C:6]([N:8]1[C@@H:12]([C:13]2[CH:18]=[CH:17][CH:16]=[CH:15][CH:14]=2)[C@@H:11]([C:19]([OH:21])=[O:20])[O:10][C@@H:9]1[C:23]1[CH:28]=[CH:27][C:26]([O:29][CH3:30])=[CH:25][CH:24]=1)=[O:7])([CH3:4])([CH3:3])[CH3:2]. (2) Given the reactants [C:1]1(C(O)=O)[C:11]2=[C:12]3[C:7](=[CH:8][CH:9]=[CH:10]2)[CH2:6][CH2:5][CH2:4][N:3]3[CH:2]=1.N1C2C(=CC=CC=2)C=CC=1, predict the reaction product. The product is: [CH:1]1[C:11]2=[C:12]3[C:7](=[CH:8][CH:9]=[CH:10]2)[CH2:6][CH2:5][CH2:4][N:3]3[CH:2]=1. (3) Given the reactants [S:1]1[CH:5]=[C:4]([C:6]2[N:11]=[CH:10][C:9]([CH2:12][N:13]3[C:22]4[CH:21]=[CH:20][CH:19]=[CH:18][C:17]=4[C:16]4=[N:23][NH:24][C:25](=[O:26])[C:15]4=[N:14]3)=[CH:8][CH:7]=2)[N:3]=[CH:2]1.I[C:28]1[CH:33]=[CH:32][CH:31]=[C:30]([CH3:34])[C:29]=1[CH3:35].CN[C@@H]1CCCC[C@H]1NC.P([O-])([O-])([O-])=O.[K+].[K+].[K+], predict the reaction product. The product is: [CH3:35][C:29]1[C:30]([CH3:34])=[CH:31][CH:32]=[CH:33][C:28]=1[N:24]1[C:25](=[O:26])[C:15]2=[N:14][N:13]([CH2:12][C:9]3[CH:10]=[N:11][C:6]([C:4]4[N:3]=[CH:2][S:1][CH:5]=4)=[CH:7][CH:8]=3)[C:22]3[CH:21]=[CH:20][CH:19]=[CH:18][C:17]=3[C:16]2=[N:23]1. (4) Given the reactants C(O[BH-](OC(=O)C)OC(=O)C)(=O)C.[Na+].[CH3:15][NH:16][CH3:17].[Cl:18][C:19]1[CH:20]=[CH:21][C:22]([O:43][CH2:44][CH:45]([CH3:47])[CH3:46])=[C:23]([CH2:25][N:26]2[C:30]([CH3:31])=[CH:29][C:28]([C:32]3[NH:36][C:35]4[CH:37]=[CH:38][C:39]([CH:41]=O)=[CH:40][C:34]=4[N:33]=3)=[N:27]2)[CH:24]=1, predict the reaction product. The product is: [ClH:18].[ClH:18].[Cl:18][C:19]1[CH:20]=[CH:21][C:22]([O:43][CH2:44][CH:45]([CH3:47])[CH3:46])=[C:23]([CH2:25][N:26]2[C:30]([CH3:31])=[CH:29][C:28]([C:32]3[NH:36][C:35]4[CH:37]=[CH:38][C:39]([CH2:41][N:16]([CH3:17])[CH3:15])=[CH:40][C:34]=4[N:33]=3)=[N:27]2)[CH:24]=1.